Dataset: NCI-60 drug combinations with 297,098 pairs across 59 cell lines. Task: Regression. Given two drug SMILES strings and cell line genomic features, predict the synergy score measuring deviation from expected non-interaction effect. (1) Drug 1: CC12CCC3C(C1CCC2O)C(CC4=C3C=CC(=C4)O)CCCCCCCCCS(=O)CCCC(C(F)(F)F)(F)F. Drug 2: N.N.Cl[Pt+2]Cl. Cell line: EKVX. Synergy scores: CSS=14.1, Synergy_ZIP=-5.36, Synergy_Bliss=-3.03, Synergy_Loewe=-3.50, Synergy_HSA=-2.31. (2) Drug 1: CC1=C2C(C(=O)C3(C(CC4C(C3C(C(C2(C)C)(CC1OC(=O)C(C(C5=CC=CC=C5)NC(=O)C6=CC=CC=C6)O)O)OC(=O)C7=CC=CC=C7)(CO4)OC(=O)C)O)C)OC(=O)C. Drug 2: CN(CCCl)CCCl.Cl. Cell line: SF-268. Synergy scores: CSS=20.6, Synergy_ZIP=-4.40, Synergy_Bliss=3.03, Synergy_Loewe=-26.0, Synergy_HSA=-9.72. (3) Drug 1: CC12CCC3C(C1CCC2=O)CC(=C)C4=CC(=O)C=CC34C. Drug 2: CN(CCCl)CCCl.Cl. Cell line: SF-268. Synergy scores: CSS=42.1, Synergy_ZIP=-2.39, Synergy_Bliss=0.0642, Synergy_Loewe=-9.19, Synergy_HSA=-1.12. (4) Drug 1: CNC(=O)C1=NC=CC(=C1)OC2=CC=C(C=C2)NC(=O)NC3=CC(=C(C=C3)Cl)C(F)(F)F. Drug 2: C1=NC2=C(N1)C(=S)N=CN2. Cell line: M14. Synergy scores: CSS=31.9, Synergy_ZIP=0.622, Synergy_Bliss=-0.650, Synergy_Loewe=-25.2, Synergy_HSA=-0.383. (5) Drug 1: C1=CC(=CC=C1CCCC(=O)O)N(CCCl)CCCl. Drug 2: C1=CC(=CC=C1C#N)C(C2=CC=C(C=C2)C#N)N3C=NC=N3. Cell line: RXF 393. Synergy scores: CSS=14.1, Synergy_ZIP=-4.77, Synergy_Bliss=-0.221, Synergy_Loewe=1.24, Synergy_HSA=1.37. (6) Drug 1: C1CN1P(=S)(N2CC2)N3CC3. Drug 2: CC12CCC3C(C1CCC2O)C(CC4=C3C=CC(=C4)O)CCCCCCCCCS(=O)CCCC(C(F)(F)F)(F)F. Cell line: MCF7. Synergy scores: CSS=23.7, Synergy_ZIP=-0.932, Synergy_Bliss=-0.0705, Synergy_Loewe=-4.69, Synergy_HSA=-0.427. (7) Drug 1: CC1C(C(=O)NC(C(=O)N2CCCC2C(=O)N(CC(=O)N(C(C(=O)O1)C(C)C)C)C)C(C)C)NC(=O)C3=C4C(=C(C=C3)C)OC5=C(C(=O)C(=C(C5=N4)C(=O)NC6C(OC(=O)C(N(C(=O)CN(C(=O)C7CCCN7C(=O)C(NC6=O)C(C)C)C)C)C(C)C)C)N)C. Drug 2: CS(=O)(=O)OCCCCOS(=O)(=O)C. Cell line: NCI-H226. Synergy scores: CSS=1.17, Synergy_ZIP=-5.89, Synergy_Bliss=-8.50, Synergy_Loewe=-36.5, Synergy_HSA=-11.2. (8) Drug 1: C1=NC2=C(N1)C(=S)N=CN2. Drug 2: C(CCl)NC(=O)N(CCCl)N=O. Cell line: UO-31. Synergy scores: CSS=6.27, Synergy_ZIP=-2.99, Synergy_Bliss=-2.65, Synergy_Loewe=-14.8, Synergy_HSA=-7.60. (9) Drug 1: C1=CC(=C2C(=C1NCCNCCO)C(=O)C3=C(C=CC(=C3C2=O)O)O)NCCNCCO. Drug 2: COC1=NC(=NC2=C1N=CN2C3C(C(C(O3)CO)O)O)N. Cell line: ACHN. Synergy scores: CSS=40.1, Synergy_ZIP=3.94, Synergy_Bliss=5.12, Synergy_Loewe=-16.0, Synergy_HSA=6.20. (10) Drug 1: C1CC(=O)NC(=O)C1N2CC3=C(C2=O)C=CC=C3N. Drug 2: CC1=C2C(C(=O)C3(C(CC4C(C3C(C(C2(C)C)(CC1OC(=O)C(C(C5=CC=CC=C5)NC(=O)C6=CC=CC=C6)O)O)OC(=O)C7=CC=CC=C7)(CO4)OC(=O)C)O)C)OC(=O)C. Cell line: NCI-H460. Synergy scores: CSS=53.7, Synergy_ZIP=-3.50, Synergy_Bliss=-5.83, Synergy_Loewe=-38.3, Synergy_HSA=-3.10.